From a dataset of Reaction yield outcomes from USPTO patents with 853,638 reactions. Predict the reaction yield, written as a fraction of the theoretical maximum amount of product (1.0 means a 100% yield; for example, 0.34 means a 34% yield). The reactants are [F:1][C:2]1[CH:7]=[CH:6][C:5]([N:8]2[C:12]([C:13]3[CH:18]=[CH:17][C:16]([N+:19]([O-])=O)=[CH:15][CH:14]=3)=[CH:11][CH:10]=[C:9]2[C:22]2[CH:27]=[CH:26][C:25]([N+:28]([O-])=O)=[CH:24][CH:23]=2)=[CH:4][CH:3]=1.[Cl-].[NH4+].O. The catalyst is C(O)C.C1COCC1.[Fe]. The product is [F:1][C:2]1[CH:7]=[CH:6][C:5]([N:8]2[C:9]([C:22]3[CH:27]=[CH:26][C:25]([NH2:28])=[CH:24][CH:23]=3)=[CH:10][CH:11]=[C:12]2[C:13]2[CH:18]=[CH:17][C:16]([NH2:19])=[CH:15][CH:14]=2)=[CH:4][CH:3]=1. The yield is 0.770.